Dataset: Catalyst prediction with 721,799 reactions and 888 catalyst types from USPTO. Task: Predict which catalyst facilitates the given reaction. Reactant: [C:1]([O:5][C:6]([N:8]([CH2:16][CH2:17][CH2:18][CH2:19][CH2:20][CH2:21]/[CH:22]=[CH:23]/[C:24]1[CH:29]=[CH:28][C:27]([O:30]CC2C=CC=CC=2)=[C:26]([C@@H:38]([C:48]2[CH:53]=[CH:52][CH:51]=[CH:50][CH:49]=2)[CH2:39][CH2:40][N:41]([CH:45]([CH3:47])[CH3:46])[CH:42]([CH3:44])[CH3:43])[CH:25]=1)[C:9]([O:11][C:12]([CH3:15])([CH3:14])[CH3:13])=[O:10])=[O:7])([CH3:4])([CH3:3])[CH3:2].C([O-])=O.[NH4+]. Product: [C:1]([O:5][C:6]([N:8]([CH2:16][CH2:17][CH2:18][CH2:19][CH2:20][CH2:21][CH2:22][CH2:23][C:24]1[CH:29]=[CH:28][C:27]([OH:30])=[C:26]([C@@H:38]([C:48]2[CH:53]=[CH:52][CH:51]=[CH:50][CH:49]=2)[CH2:39][CH2:40][N:41]([CH:45]([CH3:46])[CH3:47])[CH:42]([CH3:44])[CH3:43])[CH:25]=1)[C:9]([O:11][C:12]([CH3:13])([CH3:15])[CH3:14])=[O:10])=[O:7])([CH3:4])([CH3:3])[CH3:2]. The catalyst class is: 421.